This data is from Catalyst prediction with 721,799 reactions and 888 catalyst types from USPTO. The task is: Predict which catalyst facilitates the given reaction. (1) Reactant: [NH2:1][C:2]1[N:7]=[C:6](Cl)[CH:5]=[CH:4][N:3]=1.[CH3:9][O-].[Na+].Cl[CH2:13][CH:14]=[O:15]. Product: [CH3:9][O:15][C:14]1[CH:13]=[CH:4][N:3]2[CH:5]=[CH:6][N:7]=[C:2]2[N:1]=1. The catalyst class is: 24. (2) Reactant: [F:1][C:2]1[CH:7]=[CH:6][C:5]([C:8]2[O:12][N:11]=[C:10]([C:13]([OH:15])=O)[CH:9]=2)=[CH:4][CH:3]=1.[CH:16]1([CH2:19][NH2:20])[CH2:18][CH2:17]1.N1C=CC=CC=1.O=P(Cl)(Cl)Cl. Product: [CH:16]1([CH2:19][NH:20][C:13]([C:10]2[CH:9]=[C:8]([C:5]3[CH:4]=[CH:3][C:2]([F:1])=[CH:7][CH:6]=3)[O:12][N:11]=2)=[O:15])[CH2:18][CH2:17]1. The catalyst class is: 4. (3) Reactant: [F:1][C:2]1[CH:7]=[CH:6][C:5]([N:8]2[C:16]3[CH2:15][CH2:14][CH2:13][NH:12][C:11]=3[CH:10]=[N:9]2)=[CH:4][CH:3]=1.[Cl:17][C:18]1[CH:23]=[CH:22][C:21]([C:24]([CH3:29])([CH3:28])[C:25](O)=[O:26])=[CH:20][C:19]=1[C:30]([F:33])([F:32])[F:31].CCN(CC)CC.CN(C(ON1N=NC2C=CC=NC1=2)=[N+](C)C)C.F[P-](F)(F)(F)(F)F. Product: [Cl:17][C:18]1[CH:23]=[CH:22][C:21]([C:24]([CH3:29])([CH3:28])[C:25]([N:12]2[CH2:13][CH2:14][CH2:15][C:16]3[N:8]([C:5]4[CH:4]=[CH:3][C:2]([F:1])=[CH:7][CH:6]=4)[N:9]=[CH:10][C:11]2=3)=[O:26])=[CH:20][C:19]=1[C:30]([F:31])([F:32])[F:33]. The catalyst class is: 3. (4) Reactant: [NH2:1][C:2]1[CH:3]=[CH:4][C:5]([C:8]2[N:13]=[C:12]([OH:14])[C:11]([Cl:15])=[C:10]([CH3:16])[N:9]=2)=[N:6][CH:7]=1.C(N(CC)CC)C.[Cl:24][CH:25]([C:29]1[CH:34]=[CH:33][CH:32]=[CH:31][CH:30]=1)[C:26](Cl)=[O:27]. Product: [Cl:24][CH:25]([C:29]1[CH:34]=[CH:33][CH:32]=[CH:31][CH:30]=1)[C:26]([NH:1][C:2]1[CH:7]=[N:6][C:5]([C:8]2[N:13]=[C:12]([OH:14])[C:11]([Cl:15])=[C:10]([CH3:16])[N:9]=2)=[CH:4][CH:3]=1)=[O:27]. The catalyst class is: 1. (5) Reactant: [NH2:1][C:2]1[CH:7]=[C:6]([N:8]2[CH:12]=[C:11]([CH3:13])[N:10]=[CH:9]2)[CH:5]=[CH:4][C:3]=1[NH:14][C:15](=O)[C:16]1[CH:21]=[CH:20][C:19]([CH3:22])=[C:18]([I:23])[CH:17]=1. Product: [I:23][C:18]1[CH:17]=[C:16]([C:15]2[NH:1][C:2]3[CH:7]=[C:6]([N:8]4[CH:12]=[C:11]([CH3:13])[N:10]=[CH:9]4)[CH:5]=[CH:4][C:3]=3[N:14]=2)[CH:21]=[CH:20][C:19]=1[CH3:22]. The catalyst class is: 15. (6) The catalyst class is: 9. Reactant: [CH2:1]([O:8][C:9]1[C:14](=[O:15])[CH:13]=[C:12]([CH2:16][O:17][CH2:18][O:19][CH3:20])[O:11][C:10]=1[C:21]([OH:23])=O)[C:2]1[CH:7]=[CH:6][CH:5]=[CH:4][CH:3]=1.[Cl:24][C:25]1[CH:26]=[C:27]([CH:40]=[CH:41][C:42]=1[Cl:43])[CH2:28][NH:29][CH2:30][CH2:31][NH:32][C:33](=[O:39])[O:34][C:35]([CH3:38])([CH3:37])[CH3:36].C(N=C=NCCCN(C)C)C.ON1C2C=CC=CC=2N=N1.C(=O)([O-])O.[Na+]. Product: [CH2:1]([O:8][C:9]1[C:14](=[O:15])[CH:13]=[C:12]([CH2:16][O:17][CH2:18][O:19][CH3:20])[O:11][C:10]=1[C:21]([N:29]([CH2:30][CH2:31][NH:32][C:33](=[O:39])[O:34][C:35]([CH3:37])([CH3:36])[CH3:38])[CH2:28][C:27]1[CH:40]=[CH:41][C:42]([Cl:43])=[C:25]([Cl:24])[CH:26]=1)=[O:23])[C:2]1[CH:3]=[CH:4][CH:5]=[CH:6][CH:7]=1. (7) Reactant: [C:1]12([NH:11][C:12](=[O:27])[NH:13][CH:14]3[CH2:19][CH2:18][CH2:17][N:16](C(OC(C)(C)C)=O)[CH2:15]3)[CH2:10][CH:5]3[CH2:6][CH:7]([CH2:9][CH:3]([CH2:4]3)[CH2:2]1)[CH2:8]2.Cl.[Cl:29][C:30]1[CH:35]=[CH:34][C:33]([S:36](Cl)(=[O:38])=[O:37])=[CH:32][CH:31]=1.C(N(CC)CC)C. Product: [C:1]12([NH:11][C:12]([NH:13][CH:14]3[CH2:19][CH2:18][CH2:17][N:16]([S:36]([C:33]4[CH:34]=[CH:35][C:30]([Cl:29])=[CH:31][CH:32]=4)(=[O:38])=[O:37])[CH2:15]3)=[O:27])[CH2:10][CH:5]3[CH2:6][CH:7]([CH2:9][CH:3]([CH2:4]3)[CH2:2]1)[CH2:8]2. The catalyst class is: 71. (8) Reactant: B(Br)(Br)Br.C[O:6][C:7]1[CH:16]=[C:15]2[C:10]([CH:11]=[CH:12][N:13]=[C:14]2[NH2:17])=[CH:9][CH:8]=1.N. Product: [NH2:17][C:14]1[C:15]2[C:10](=[CH:9][CH:8]=[C:7]([OH:6])[CH:16]=2)[CH:11]=[CH:12][N:13]=1. The catalyst class is: 4. (9) Reactant: Cl[C:2]([O:4][C:5]1[CH:10]=[CH:9][C:8]([N+:11]([O-:13])=[O:12])=[CH:7][CH:6]=1)=[O:3].[C:14]([N:17]1[CH2:22][CH2:21][N:20]([CH2:23][CH2:24][CH2:25][OH:26])[CH2:19][CH2:18]1)(=[O:16])[CH3:15].C(N(CC)CC)C. Product: [C:2](=[O:3])([O:4][C:5]1[CH:6]=[CH:7][C:8]([N+:11]([O-:13])=[O:12])=[CH:9][CH:10]=1)[O:26][CH2:25][CH2:24][CH2:23][N:20]1[CH2:21][CH2:22][N:17]([C:14](=[O:16])[CH3:15])[CH2:18][CH2:19]1. The catalyst class is: 4. (10) Reactant: [CH3:1][C:2]1[N:3]=[CH:4][C:5]([NH2:8])=[N:6][CH:7]=1.C(=O)([O-])[O-].[Cs+].[Cs+].[Br:15][CH2:16][C:17](Br)=[O:18].O. Product: [Br:15][CH2:16][C:17]([NH:8][C:5]1[CH:4]=[N:3][C:2]([CH3:1])=[CH:7][N:6]=1)=[O:18]. The catalyst class is: 3.